From a dataset of Reaction yield outcomes from USPTO patents with 853,638 reactions. Predict the reaction yield, written as a fraction of the theoretical maximum amount of product (1.0 means a 100% yield; for example, 0.34 means a 34% yield). (1) The reactants are [Br:1][C:2]1[CH:3]=[N:4][C:5]2[C:10]([CH:11]=1)=[CH:9][C:8]([CH2:12][C:13]1O[C:16]([NH2:18])=[N:15][N:14]=1)=[CH:7][CH:6]=2.O.[NH2:20][NH2:21]. The catalyst is O. The product is [Br:1][C:2]1[CH:3]=[N:4][C:5]2[C:10]([CH:11]=1)=[CH:9][C:8]([CH2:12][C:13]1[N:20]([NH2:21])[C:16]([NH2:18])=[N:15][N:14]=1)=[CH:7][CH:6]=2. The yield is 0.490. (2) The reactants are Br[C:2]1[CH:6]=[CH:5][N:4]([CH3:7])[N:3]=1.[CH2:8]([N:12]1[N:16]=[C:15]2[CH:17]=[CH:18][CH:19]=[C:20]([Cl:21])[C:14]2=[N:13]1)[CH2:9][C:10]#[CH:11]. No catalyst specified. The product is [Cl:21][C:20]1[C:14]2[C:15](=[N:16][N:12]([CH2:8][CH2:9][C:10]#[C:11][C:2]3[CH:6]=[CH:5][N:4]([CH3:7])[N:3]=3)[N:13]=2)[CH:17]=[CH:18][CH:19]=1. The yield is 0.100. (3) The reactants are [CH3:1][O:2][C:3]1[CH:4]=[C:5]2[C:10](=[CH:11][C:12]=1[O:13][CH3:14])[N:9]=[CH:8][CH:7]=[C:6]2[S:15][C:16]1[S:17][C:18]([N+:21]([O-])=O)=[CH:19][CH:20]=1.[Cl-].[NH4+].C(O)C.O. The catalyst is [Fe].CCCCCC.C(OCC)(=O)C. The product is [CH3:1][O:2][C:3]1[CH:4]=[C:5]2[C:10](=[CH:11][C:12]=1[O:13][CH3:14])[N:9]=[CH:8][CH:7]=[C:6]2[S:15][C:16]1[S:17][C:18]([NH2:21])=[CH:19][CH:20]=1. The yield is 0.550. (4) The reactants are [CH3:1][O:2][C:3]([CH:5]1[CH2:9][CH:8]([CH2:10][OH:11])[CH2:7][N:6]1[C:12]([O:14][C:15]([CH3:18])([CH3:17])[CH3:16])=[O:13])=[O:4].[C:19](C1C=C(C)C=C(C(C)(C)C)N=1)(C)(C)C.IC. The catalyst is C(Cl)Cl.C(S([O-])(=O)=O)(F)(F)F.[Ag+]. The product is [CH3:1][O:2][C:3]([CH:5]1[CH2:9][CH:8]([CH2:10][O:11][CH3:19])[CH2:7][N:6]1[C:12]([O:14][C:15]([CH3:18])([CH3:17])[CH3:16])=[O:13])=[O:4]. The yield is 0.530. (5) The reactants are [NH2:1][C:2]1[CH:10]=[C:6]([C:7]([OH:9])=[O:8])[C:5]([OH:11])=[CH:4][CH:3]=1.C(N(CC)CC)C.[F:19][C:20]1[C:27]([F:28])=[C:26]([C:29]([F:32])([F:31])[F:30])[C:25]([F:33])=[C:24]([F:34])[C:21]=1[CH2:22]Br. The catalyst is CN(C=O)C. The product is [OH:11][C:5]1[CH:4]=[CH:3][C:2]([NH:1][CH2:22][C:21]2[C:24]([F:34])=[C:25]([F:33])[C:26]([C:29]([F:30])([F:32])[F:31])=[C:27]([F:28])[C:20]=2[F:19])=[CH:10][C:6]=1[C:7]([OH:9])=[O:8]. The yield is 0.640. (6) The reactants are [BH4-].[Na+].[C:3]([C:6]1[CH:7]=[C:8]([C:23]([O:25][CH3:26])=[O:24])[CH:9]=[C:10]2[C:15]=1[O:14][C:13]([N:16]1[CH2:21][CH2:20][O:19][CH2:18][CH2:17]1)=[CH:12][C:11]2=[O:22])(=[O:5])[CH3:4]. The catalyst is CO.C(Cl)Cl. The product is [OH:5][CH:3]([C:6]1[CH:7]=[C:8]([C:23]([O:25][CH3:26])=[O:24])[CH:9]=[C:10]2[C:15]=1[O:14][C:13]([N:16]1[CH2:21][CH2:20][O:19][CH2:18][CH2:17]1)=[CH:12][C:11]2=[O:22])[CH3:4]. The yield is 0.760.